Dataset: Reaction yield outcomes from USPTO patents with 853,638 reactions. Task: Predict the reaction yield, written as a fraction of the theoretical maximum amount of product (1.0 means a 100% yield; for example, 0.34 means a 34% yield). (1) The reactants are Cl.C(Cl)(=O)C.C(OC([N:13]1[CH2:18][CH2:17][CH:16]([C:19]2[N:20]([CH3:35])[CH:21]=[C:22]([C:24]3[CH:29]=[CH:28][C:27]([F:30])=[C:26]([C:31]([F:34])([F:33])[F:32])[CH:25]=3)[N:23]=2)[CH2:15][CH2:14]1)=O)(C)(C)C.C(N(CC)CC)C.Cl[C:44]1[N:49]=[CH:48][N:47]=[C:46]2[NH:50][N:51]=[CH:52][C:45]=12. The catalyst is CO.O.CS(C)=O. The product is [F:30][C:27]1[CH:28]=[CH:29][C:24]([C:22]2[N:23]=[C:19]([CH:16]3[CH2:15][CH2:14][N:13]([C:44]4[N:49]=[CH:48][N:47]=[C:46]5[NH:50][N:51]=[CH:52][C:45]=45)[CH2:18][CH2:17]3)[N:20]([CH3:35])[CH:21]=2)=[CH:25][C:26]=1[C:31]([F:33])([F:32])[F:34]. The yield is 0.990. (2) The reactants are CCN(C(C)C)C(C)C.C1C=CC2N(O)N=NC=2C=1.CCN=C=NCCCN(C)C.[N:31]1[CH:36]=[CH:35][CH:34]=[C:33]([N:37]2[CH:41]=[C:40]([C:42]([OH:44])=O)[N:39]=[N:38]2)[CH:32]=1.Cl.[NH2:46][CH2:47][C:48]([N:50]1[CH2:55][CH2:54][N:53]([C:56](=[O:65])[C:57]2[CH:62]=[C:61]([F:63])[CH:60]=[CH:59][C:58]=2[Cl:64])[CH2:52][CH2:51]1)=[O:49].ClC1C=CC(F)=CC=1C(O)=O. The catalyst is CN(C=O)C.O. The product is [Cl:64][C:58]1[CH:59]=[CH:60][C:61]([F:63])=[CH:62][C:57]=1[C:56]([N:53]1[CH2:52][CH2:51][N:50]([C:48](=[O:49])[CH2:47][NH:46][C:42]([C:40]2[N:39]=[N:38][N:37]([C:33]3[CH:32]=[N:31][CH:36]=[CH:35][CH:34]=3)[CH:41]=2)=[O:44])[CH2:55][CH2:54]1)=[O:65]. The yield is 0.710. (3) The reactants are O1[C:5]2([CH2:10][CH2:9][CH:8]([O:11][C:12]3[N:17]=[CH:16][CH:15]=[CH:14][N:13]=3)[CH2:7][CH2:6]2)[O:4]CC1.Cl. The catalyst is CC(C)=O. The product is [N:13]1[CH:14]=[CH:15][CH:16]=[N:17][C:12]=1[O:11][CH:8]1[CH2:7][CH2:6][C:5](=[O:4])[CH2:10][CH2:9]1. The yield is 0.570. (4) The reactants are [CH2:1]([O:3][C:4]([CH:6]1[CH2:13][CH:12]2[N:14](CC3C=CC=CC=3)[CH:8]([CH2:9][C:10](=[O:22])[CH2:11]2)[CH2:7]1)=[O:5])[CH3:2].[H][H]. The catalyst is CO.[OH-].[Pd+2].[OH-]. The product is [CH2:1]([O:3][C:4]([CH:6]1[CH2:13][CH:12]2[NH:14][CH:8]([CH2:9][C:10](=[O:22])[CH2:11]2)[CH2:7]1)=[O:5])[CH3:2]. The yield is 1.00. (5) The catalyst is CCO.O. The reactants are [Br:1][C:2]1[CH:3]=[CH:4][C:5]([NH:10][CH2:11][C:12]#[N:13])=[C:6]([CH:9]=1)[C:7]#[N:8].C([O-])([O-])=O.[K+].[K+]. The product is [NH2:8][C:7]1[C:6]2[C:5](=[CH:4][CH:3]=[C:2]([Br:1])[CH:9]=2)[NH:10][C:11]=1[C:12]#[N:13]. The yield is 0.880. (6) The catalyst is CN(C=O)C. The reactants are [CH3:1][O:2][C:3](=[O:22])[CH2:4][CH:5]([NH2:21])[C:6]1[CH:11]=[CH:10][C:9]([O:12][CH:13]([F:15])[F:14])=[C:8]([O:16][CH2:17][CH:18]2[CH2:20][CH2:19]2)[CH:7]=1.C(N(CC)CC)C.C([O:32][C:33](=O)[C:34]1[C:39]([N+:40]([O-:42])=[O:41])=[CH:38][CH:37]=[CH:36][C:35]=1[CH2:43]Br)C. The product is [CH3:1][O:2][C:3](=[O:22])[CH2:4][CH:5]([C:6]1[CH:11]=[CH:10][C:9]([O:12][CH:13]([F:14])[F:15])=[C:8]([O:16][CH2:17][CH:18]2[CH2:19][CH2:20]2)[CH:7]=1)[N:21]1[CH2:43][C:35]2[C:34](=[C:39]([N+:40]([O-:42])=[O:41])[CH:38]=[CH:37][CH:36]=2)[C:33]1=[O:32]. The yield is 0.750.